From a dataset of Catalyst prediction with 721,799 reactions and 888 catalyst types from USPTO. Predict which catalyst facilitates the given reaction. (1) The catalyst class is: 79. Reactant: [Cl:1][C:2]1[CH:3]=[N+:4]([O-:27])[CH:5]=[C:6]([Cl:26])[C:7]=1[CH2:8][C@@H:9]([C:11]1[CH:16]=[CH:15][C:14]([O:17][CH:18]([F:20])[F:19])=[C:13]([O:21][CH2:22][CH:23]2[CH2:25][CH2:24]2)[CH:12]=1)[OH:10].Cl.[O:29]1[CH2:34][CH2:33][N:32]([CH2:35][CH2:36][N:37]([C:42]2[CH:55]=[CH:54][C:45]3[N:46]([CH2:50][C:51](O)=[O:52])[C:47](=[O:49])[O:48][C:44]=3[CH:43]=2)[S:38]([CH3:41])(=[O:40])=[O:39])[CH2:31][CH2:30]1.C(Cl)CCl.Cl. Product: [Cl:1][C:2]1[CH:3]=[N+:4]([O-:27])[CH:5]=[C:6]([Cl:26])[C:7]=1[CH2:8][C@@H:9]([C:11]1[CH:16]=[CH:15][C:14]([O:17][CH:18]([F:20])[F:19])=[C:13]([O:21][CH2:22][CH:23]2[CH2:25][CH2:24]2)[CH:12]=1)[O:10][C:51](=[O:52])[CH2:50][N:46]1[C:45]2[CH:54]=[CH:55][C:42]([N:37]([CH2:36][CH2:35][N:32]3[CH2:33][CH2:34][O:29][CH2:30][CH2:31]3)[S:38]([CH3:41])(=[O:40])=[O:39])=[CH:43][C:44]=2[O:48][C:47]1=[O:49]. (2) Reactant: C(=O)([O-])[O-].[K+].[K+].FC(F)(F)C([N:11]1[CH2:14][CH:13]([C:15]([O:17][C:18]([CH3:21])([CH3:20])[CH3:19])=[O:16])[CH2:12]1)=O. Product: [NH:11]1[CH2:12][CH:13]([C:15]([O:17][C:18]([CH3:21])([CH3:20])[CH3:19])=[O:16])[CH2:14]1. The catalyst class is: 24.